This data is from Reaction yield outcomes from USPTO patents with 853,638 reactions. The task is: Predict the reaction yield, written as a fraction of the theoretical maximum amount of product (1.0 means a 100% yield; for example, 0.34 means a 34% yield). (1) The reactants are [CH:1]([C:4]1[CH:9]=[CH:8][C:7]([CH:10]2[C:14]3[C:15]([CH3:21])=[C:16]([NH2:20])[C:17]([CH3:19])=[CH:18][C:13]=3[O:12][CH2:11]2)=[CH:6][CH:5]=1)([CH3:3])[CH3:2].CCCCCC.[C:28](OCC)(=[O:30])C. No catalyst specified. The product is [CH:1]([C:4]1[CH:5]=[CH:6][C:7]([CH:10]2[C:14]3[C:15]([CH3:21])=[C:16]([NH:20][CH:28]=[O:30])[C:17]([CH3:19])=[CH:18][C:13]=3[O:12][CH2:11]2)=[CH:8][CH:9]=1)([CH3:3])[CH3:2]. The yield is 0.810. (2) The yield is 0.820. The reactants are [C:1]([O:4][C:5]1[CH:6]=[C:7]([CH:12]=[C:13]([N+:17]([O-])=O)[C:14]=1[O:15][CH3:16])[C:8]([O:10][CH3:11])=[O:9])(=[O:3])[CH3:2]. The product is [C:1]([O:4][C:5]1[CH:6]=[C:7]([CH:12]=[C:13]([NH2:17])[C:14]=1[O:15][CH3:16])[C:8]([O:10][CH3:11])=[O:9])(=[O:3])[CH3:2]. The catalyst is C(OCC)(=O)C.[Pd]. (3) The reactants are [Cl:1][C:2]1[CH:10]=[C:9]([CH3:11])[C:8]([CH2:12][NH:13][C:14](=[O:18])[CH:15]([CH3:17])[CH3:16])=[CH:7][C:3]=1[C:4]([OH:6])=O.S(O)(O)(=O)=O.[NH2:24][C:25]1[NH:26][CH:27]=[CH:28][N:29]=1.CCN(C(C)C)C(C)C.F[P-](F)(F)(F)(F)F.N1(O[P+](N(C)C)(N(C)C)N(C)C)C2C=CC=CC=2N=N1. The catalyst is CN(C=O)C. The product is [Cl:1][C:2]1[CH:10]=[C:9]([CH3:11])[C:8]([CH2:12][NH:13][C:14](=[O:18])[CH:15]([CH3:17])[CH3:16])=[CH:7][C:3]=1[C:4]([NH:24][C:25]1[NH:26][CH:27]=[CH:28][N:29]=1)=[O:6]. The yield is 0.610. (4) The catalyst is ClC(Cl)C. The product is [Br:5][C:6]1[CH:11]=[CH:10][C:9]([CH2:12][Br:2])=[C:8]([Cl:14])[CH:7]=1. The reactants are P(Br)(Br)[Br:2].[Br:5][C:6]1[CH:11]=[CH:10][C:9]([CH2:12]O)=[C:8]([Cl:14])[CH:7]=1.[OH-].[Na+]. The yield is 0.570. (5) The catalyst is C(Cl)Cl. The reactants are [F:1][CH:2]1[CH2:6][CH2:5][N:4]([CH2:7][CH2:8][O:9][C:10]2[CH:15]=[CH:14][C:13]([N+:16]([O-])=O)=[CH:12][C:11]=2[O:19][CH3:20])[CH2:3]1.[Cl:21][C:22]1[CH:27]=[CH:26][C:25]([C:28]2[S:32][C:31]([C:33](OC)=[O:34])=[C:30](/[N:37]=[CH:38]/N(C)C)[CH:29]=2)=[CH:24][CH:23]=1.C1(O)C=CC=CC=1. The yield is 0.110. The product is [Cl:21][C:22]1[CH:23]=[CH:24][C:25]([C:28]2[S:32][C:31]3[C:33](=[O:34])[N:16]([C:13]4[CH:14]=[CH:15][C:10]([O:9][CH2:8][CH2:7][N:4]5[CH2:5][CH2:6][CH:2]([F:1])[CH2:3]5)=[C:11]([O:19][CH3:20])[CH:12]=4)[CH:38]=[N:37][C:30]=3[CH:29]=2)=[CH:26][CH:27]=1. (6) The yield is 0.320. The catalyst is C1COCC1. The reactants are FC1C=CC([NH:8][C:9]([C:11]2([C:14](Cl)=[O:15])[CH2:13][CH2:12]2)=[O:10])=CC=1.C([N:19](CC)CC)C. The product is [C:11]1([C:14]([NH2:19])=[O:15])([C:9]([NH2:8])=[O:10])[CH2:13][CH2:12]1.